From a dataset of Full USPTO retrosynthesis dataset with 1.9M reactions from patents (1976-2016). Predict the reactants needed to synthesize the given product. (1) Given the product [CH:17]12[CH2:16][CH:15]3[CH2:14][CH:13]([CH2:12][CH:11]([CH2:19]3)[CH:10]1[NH:9][C:7]([N:4]1[CH2:5][CH2:6][C@@H:2]([NH:1][C:30](=[O:31])[O:32][CH3:33])[CH2:3]1)=[O:8])[CH2:18]2, predict the reactants needed to synthesize it. The reactants are: [NH2:1][C@@H:2]1[CH2:6][CH2:5][N:4]([C:7]([NH:9][CH:10]2[CH:17]3[CH2:18][CH:13]4[CH2:14][CH:15]([CH2:19][CH:11]2[CH2:12]4)[CH2:16]3)=[O:8])[CH2:3]1.CCN(C(C)C)C(C)C.Cl[C:30]([O:32][CH3:33])=[O:31].Cl. (2) Given the product [CH2:1]([O:3][C:4]1[C:8]([CH2:9][CH2:10][C:11]([O-:13])=[O:12])=[CH:7][N:6]([CH2:23][CH2:24][CH2:25][CH2:26][C:27]2[C:28]([CH2:42][CH2:43][CH3:44])=[N:29][N:30]([C:32]3[CH:37]=[CH:36][C:35]([C:38]([F:39])([F:40])[F:41])=[CH:34][N:33]=3)[CH:31]=2)[N:5]=1)[CH3:2].[Na+:17], predict the reactants needed to synthesize it. The reactants are: [CH2:1]([O:3][C:4]1[C:8]([CH2:9][CH2:10][C:11]([O:13]CC)=[O:12])=[CH:7][NH:6][N:5]=1)[CH3:2].[H-].[Na+:17].CS(O[CH2:23][CH2:24][CH2:25][CH2:26][C:27]1[C:28]([CH2:42][CH2:43][CH3:44])=[N:29][N:30]([C:32]2[CH:37]=[CH:36][C:35]([C:38]([F:41])([F:40])[F:39])=[CH:34][N:33]=2)[CH:31]=1)(=O)=O.Cl.